Task: Predict which catalyst facilitates the given reaction.. Dataset: Catalyst prediction with 721,799 reactions and 888 catalyst types from USPTO Reactant: O1CCCC1.[C:6]1([NH:12][CH2:13][C:14]2[CH:19]=[CH:18][C:17]([CH2:20][C:21](Cl)=[N:22][OH:23])=[CH:16][CH:15]=2)[CH:11]=[CH:10][CH:9]=[CH:8][CH:7]=1.[C:25]([C:27]1[C:28]([NH2:33])=[N:29][CH:30]=[CH:31][CH:32]=1)#[CH:26].C(N(CC)CC)C. Product: [C:6]1([NH:12][CH2:13][C:14]2[CH:19]=[CH:18][C:17]([CH2:20][C:21]3[CH:26]=[C:25]([C:27]4[C:28]([NH2:33])=[N:29][CH:30]=[CH:31][CH:32]=4)[O:23][N:22]=3)=[CH:16][CH:15]=2)[CH:11]=[CH:10][CH:9]=[CH:8][CH:7]=1. The catalyst class is: 6.